From a dataset of Full USPTO retrosynthesis dataset with 1.9M reactions from patents (1976-2016). Predict the reactants needed to synthesize the given product. (1) Given the product [CH:25]1([CH2:24][C@H:3]([NH:2][C:36]([C:35]2[O:31][N:32]=[CH:33][CH:34]=2)=[O:37])[C:4](=[O:5])[NH:6][C@H:7]2[CH2:13][CH2:12][CH2:11][N:10]([S:14]([C:17]3[CH:22]=[CH:21][CH:20]=[CH:19][N:18]=3)(=[O:15])=[O:16])[CH2:9][C:8]2=[O:23])[CH2:30][CH2:29][CH2:28][CH2:27][CH2:26]1, predict the reactants needed to synthesize it. The reactants are: Cl.[NH2:2][C@@H:3]([CH2:24][CH:25]1[CH2:30][CH2:29][CH2:28][CH2:27][CH2:26]1)[C:4]([NH:6][C@H:7]1[CH2:13][CH2:12][CH2:11][N:10]([S:14]([C:17]2[CH:22]=[CH:21][CH:20]=[CH:19][N:18]=2)(=[O:16])=[O:15])[CH2:9][C@@H:8]1[OH:23])=[O:5].[O:31]1[C:35]([C:36](O)=[O:37])=[CH:34][CH:33]=[N:32]1.CC(OI1(OC(C)=O)(OC(C)=O)OC(=O)C2C=CC=CC1=2)=O. (2) Given the product [OH:14][CH2:13][C@@H:9]1[CH2:10][CH2:11][CH2:12][N:7]([C:18]([O:20][C:21]([CH3:24])([CH3:23])[CH3:22])=[O:19])[CH2:8]1, predict the reactants needed to synthesize it. The reactants are: [H-].[Al+3].[Li+].[H-].[H-].[H-].[N:7]1([C:18]([O:20][C:21]([CH3:24])([CH3:23])[CH3:22])=[O:19])[CH2:12][CH2:11][CH2:10][C@@H:9]([C:13](OCC)=[O:14])[CH2:8]1.[OH-].[Na+].S([O-])([O-])(=O)=O.[Na+].[Na+].